Dataset: Forward reaction prediction with 1.9M reactions from USPTO patents (1976-2016). Task: Predict the product of the given reaction. (1) Given the reactants [Br:1][C:2]1[CH:7]=[CH:6][C:5]([C@H:8]2[CH2:10][C@@H:9]2[CH:11]=[CH2:12])=[CH:4][CH:3]=1, predict the reaction product. The product is: [Br:1][C:2]1[CH:7]=[CH:6][C:5]([C@@H:8]2[CH2:10][C@H:9]2[CH:11]=[CH2:12])=[CH:4][CH:3]=1. (2) Given the reactants [NH2:1][C:2]1[O:6][N:5]=[C:4]([CH3:7])[C:3]=1[Br:8].[H-].[Na+].[S:11]1[CH:15]=[CH:14][CH:13]=[C:12]1[S:16](Cl)(=[O:18])=[O:17], predict the reaction product. The product is: [Br:8][C:3]1[C:4]([CH3:7])=[N:5][O:6][C:2]=1[NH:1][S:16]([C:12]1[S:11][CH:15]=[CH:14][CH:13]=1)(=[O:18])=[O:17].